Dataset: Full USPTO retrosynthesis dataset with 1.9M reactions from patents (1976-2016). Task: Predict the reactants needed to synthesize the given product. (1) Given the product [CH:1]1([NH:7][C:8]2[C:13]([CH2:14][OH:15])=[CH:12][N:11]=[C:10]3[N:16]([CH2:19][O:20][CH2:21][CH2:22][Si:23]([CH3:26])([CH3:25])[CH3:24])[CH:17]=[CH:18][C:9]=23)[CH2:2][CH2:3][CH2:4][CH2:5][CH2:6]1, predict the reactants needed to synthesize it. The reactants are: [CH:1]1([NH:7][C:8]2[C:13]([CH:14]=[O:15])=[CH:12][N:11]=[C:10]3[N:16]([CH2:19][O:20][CH2:21][CH2:22][Si:23]([CH3:26])([CH3:25])[CH3:24])[CH:17]=[CH:18][C:9]=23)[CH2:6][CH2:5][CH2:4][CH2:3][CH2:2]1.[BH4-].[Na+].O. (2) Given the product [C:39]([Si:36]([CH3:38])([CH3:37])[O:43][CH2:44][CH2:45][N:16]([CH2:17][CH:18]1[O:22][C:21](=[O:23])[N:20]([C:24]2[CH:25]=[CH:26][C:27]3[S:32][CH2:31][C:30](=[O:33])[NH:29][C:28]=3[CH:34]=2)[CH2:19]1)[CH2:15][CH2:14][CH:12]1[C:11]2=[C:10]3[C:5](=[CH:4][CH:3]=[C:2]2[F:1])[CH:6]=[CH:7][C:8](=[O:35])[N:9]3[CH2:13]1)([CH3:42])([CH3:41])[CH3:40], predict the reactants needed to synthesize it. The reactants are: [F:1][C:2]1[C:11]2[CH:12]([CH2:14][CH2:15][NH:16][CH2:17][C@H:18]3[O:22][C:21](=[O:23])[N:20]([C:24]4[CH:25]=[CH:26][C:27]5[S:32][CH2:31][C:30](=[O:33])[NH:29][C:28]=5[CH:34]=4)[CH2:19]3)[CH2:13][N:9]3[C:10]=2[C:5]([CH:6]=[CH:7][C:8]3=[O:35])=[CH:4][CH:3]=1.[Si:36]([O:43][CH2:44][CH:45]=O)([C:39]([CH3:42])([CH3:41])[CH3:40])([CH3:38])[CH3:37]. (3) Given the product [ClH:44].[CH3:1][O:2][C:3](=[O:43])[CH2:4][NH:5][C:6]([C:8]1[N:9]=[C:10]([C:39]([F:41])([F:40])[F:42])[N:11]2[CH2:16][CH2:15][N:14]([C:17](=[O:38])[CH2:18][C@H:19]([NH2:30])[CH2:20][C:21]3[CH:26]=[C:25]([F:27])[C:24]([F:28])=[CH:23][C:22]=3[F:29])[CH2:13][C:12]=12)=[O:7], predict the reactants needed to synthesize it. The reactants are: [CH3:1][O:2][C:3](=[O:43])[CH2:4][NH:5][C:6]([C:8]1[N:9]=[C:10]([C:39]([F:42])([F:41])[F:40])[N:11]2[CH2:16][CH2:15][N:14]([C:17](=[O:38])[CH2:18][C@H:19]([NH:30]C(OC(C)(C)C)=O)[CH2:20][C:21]3[CH:26]=[C:25]([F:27])[C:24]([F:28])=[CH:23][C:22]=3[F:29])[CH2:13][C:12]=12)=[O:7].[ClH:44]. (4) Given the product [NH2:1][C:2]1[CH:9]=[CH:8][C:5]([CH2:6][NH:7][C:17](=[O:22])[C:18]([CH3:21])([CH3:20])[CH3:19])=[CH:4][CH:3]=1, predict the reactants needed to synthesize it. The reactants are: [NH2:1][C:2]1[CH:9]=[CH:8][C:5]([CH2:6][NH2:7])=[CH:4][CH:3]=1.C(N(CC)CC)C.[C:17](Cl)(=[O:22])[C:18]([CH3:21])([CH3:20])[CH3:19]. (5) Given the product [F:21][C:11]1[C:12]([O:19][CH3:20])=[CH:13][C:14]([O:17][CH3:18])=[C:15]([F:16])[C:10]=1[NH:9][CH2:8][C:7]1[C:2]([NH:39][CH2:38][C:37]2[CH:36]=[C:35]([CH:42]=[CH:41][CH:40]=2)[C:34]#[N:33])=[C:3]2[CH:24]=[CH:23][N:22]([CH2:25][O:26][CH2:27][CH2:28][Si:29]([CH3:32])([CH3:31])[CH3:30])[C:4]2=[N:5][CH:6]=1, predict the reactants needed to synthesize it. The reactants are: Cl[C:2]1[C:7]([CH2:8][NH:9][C:10]2[C:15]([F:16])=[C:14]([O:17][CH3:18])[CH:13]=[C:12]([O:19][CH3:20])[C:11]=2[F:21])=[CH:6][N:5]=[C:4]2[N:22]([CH2:25][O:26][CH2:27][CH2:28][Si:29]([CH3:32])([CH3:31])[CH3:30])[CH:23]=[CH:24][C:3]=12.[NH2:33][CH2:34][C:35]1[CH:36]=[C:37]([CH:40]=[CH:41][CH:42]=1)[C:38]#[N:39].C1C=CC(P(C2C=CC3C(=CC=CC=3)C=2C2C3C(=CC=CC=3)C=CC=2P(C2C=CC=CC=2)C2C=CC=CC=2)C2C=CC=CC=2)=CC=1.C(=O)([O-])[O-].[Cs+].[Cs+].O1CCOCC1. (6) Given the product [C:29]([O:33][C:34](=[O:37])[CH2:35][N:16]1[C:17]2[C:13](=[CH:12][CH:11]=[C:10]([O:9][CH:7]([C:6]3[S:5][C:4]([C:19]4[CH:24]=[CH:23][C:22]([C:25]([F:28])([F:27])[F:26])=[CH:21][CH:20]=4)=[N:3][C:2]=3[CH3:1])[CH3:8])[CH:18]=2)[CH:14]=[CH:15]1)([CH3:32])([CH3:31])[CH3:30], predict the reactants needed to synthesize it. The reactants are: [CH3:1][C:2]1[N:3]=[C:4]([C:19]2[CH:24]=[CH:23][C:22]([C:25]([F:28])([F:27])[F:26])=[CH:21][CH:20]=2)[S:5][C:6]=1[CH:7]([O:9][C:10]1[CH:18]=[C:17]2[C:13]([CH:14]=[CH:15][NH:16]2)=[CH:12][CH:11]=1)[CH3:8].[C:29]([O:33][C:34](=[O:37])[CH2:35]Br)([CH3:32])([CH3:31])[CH3:30].[H-].[Na+]. (7) Given the product [CH3:27][C:22]1([CH3:28])[C:23]([CH3:26])([CH3:25])[O:24][B:20]([C:7]2[CH2:12][CH2:11][CH:10]([C:13]([O:15][CH2:16][CH3:17])=[O:14])[CH2:9][CH:8]=2)[O:21]1, predict the reactants needed to synthesize it. The reactants are: FC(F)(F)S(O[C:7]1[CH2:12][CH2:11][CH:10]([C:13]([O:15][CH2:16][CH3:17])=[O:14])[CH2:9][CH:8]=1)(=O)=O.[B:20]1([B:20]2[O:24][C:23]([CH3:26])([CH3:25])[C:22]([CH3:28])([CH3:27])[O:21]2)[O:24][C:23]([CH3:26])([CH3:25])[C:22]([CH3:28])([CH3:27])[O:21]1.C([O-])(=O)C.[K+].